Dataset: Full USPTO retrosynthesis dataset with 1.9M reactions from patents (1976-2016). Task: Predict the reactants needed to synthesize the given product. (1) Given the product [Cl:29][C:18]1[CH:19]=[C:20]([C:23]2[CH:28]=[CH:27][CH:26]=[CH:25][CH:24]=2)[CH:21]=[CH:22][C:17]=1[CH2:16][N:15]1[C:7]2[CH:6]=[C:5]([OH:4])[CH:10]=[CH:9][C:8]=2[N:11]=[C:12]1[CH3:13], predict the reactants needed to synthesize it. The reactants are: C([O:4][C:5]1[CH:10]=[CH:9][C:8]([NH:11][C:12](=O)[CH3:13])=[C:7]([NH:15][CH2:16][C:17]2[CH:22]=[CH:21][C:20]([C:23]3[CH:28]=[CH:27][CH:26]=[CH:25][CH:24]=3)=[CH:19][C:18]=2[Cl:29])[CH:6]=1)(=O)C.S(=O)(=O)(O)O. (2) Given the product [F:31][C:28]([F:29])([F:30])[C:13]1[CH:12]=[C:11]([CH:16]=[CH:15][C:14]=1[NH:17][S:18]([C:21]1[CH:22]=[CH:23][C:24]([CH3:27])=[CH:25][CH:26]=1)(=[O:19])=[O:20])[O:10][C:8]1[CH:7]=[CH:6][C:5]([NH:32][S:33]([C:36]2[CH:41]=[CH:40][C:39]([CH3:42])=[CH:38][CH:37]=2)(=[O:34])=[O:35])=[C:4]([CH:9]=1)[C:3]([OH:43])=[O:2], predict the reactants needed to synthesize it. The reactants are: C[O:2][C:3](=[O:43])[C:4]1[CH:9]=[C:8]([O:10][C:11]2[CH:16]=[CH:15][C:14]([NH:17][S:18]([C:21]3[CH:26]=[CH:25][C:24]([CH3:27])=[CH:23][CH:22]=3)(=[O:20])=[O:19])=[C:13]([C:28]([F:31])([F:30])[F:29])[CH:12]=2)[CH:7]=[CH:6][C:5]=1[NH:32][S:33]([C:36]1[CH:41]=[CH:40][C:39]([CH3:42])=[CH:38][CH:37]=1)(=[O:35])=[O:34]. (3) Given the product [C:36]([C:33]1[CH:32]=[CH:31][C:30]([CH:27]2[CH2:26][CH2:25][N:24]([C:22]([C:18]3[CH:19]=[CH:20][C:21]([CH3:43])=[C:16]([NH:8][S:5]([CH2:4][CH2:55][CH2:56][O:57][CH3:58])(=[O:6])=[O:7])[CH:17]=3)=[O:23])[CH2:29][CH2:28]2)=[CH:35][CH:34]=1)#[N:37], predict the reactants needed to synthesize it. The reactants are: ClCC[CH2:4][S:5]([N:8]([C:16]1[CH:21]=[CH:20][CH:19]=[C:18]([C:22]([N:24]2[CH2:29][CH2:28][CH:27]([C:30]3[CH:35]=[CH:34][C:33]([C:36]#[N:37])=[CH:32][CH:31]=3)[CH2:26][CH2:25]2)=[O:23])[CH:17]=1)C(=O)OC(C)(C)C)(=[O:7])=[O:6].F[B-](F)(F)F.[CH2:43]([N+]1C=CN(C)C=1)CCC.CO.[CH3:55][CH2:56][O:57][C:58](C)=O. (4) Given the product [CH3:1][O:2][C:3]1[N:11]=[CH:10][CH:9]=[CH:8][C:4]=1[C:5]([N:15]([O:14][CH3:13])[CH3:16])=[O:7], predict the reactants needed to synthesize it. The reactants are: [CH3:1][O:2][C:3]1[N:11]=[CH:10][CH:9]=[CH:8][C:4]=1[C:5]([OH:7])=O.Cl.[CH3:13][O:14][NH:15][CH3:16].CCN(C(C)C)C(C)C.CCN=C=NCCCN(C)C. (5) Given the product [CH3:28][O:29][CH2:30][CH2:31][C:32]([NH:1][C:2]1[CH:3]=[N:4][C:5]([C:8]2[CH:27]=[CH:26][CH:25]=[C:10]([CH2:11][C:12]3[C:17](=[O:18])[CH:16]=[CH:15][N:14]([C:19]4[CH:20]=[N:21][N:22]([CH3:24])[CH:23]=4)[N:13]=3)[CH:9]=2)=[N:6][CH:7]=1)=[O:33], predict the reactants needed to synthesize it. The reactants are: [NH2:1][C:2]1[CH:3]=[N:4][C:5]([C:8]2[CH:9]=[C:10]([CH:25]=[CH:26][CH:27]=2)[CH2:11][C:12]2[C:17](=[O:18])[CH:16]=[CH:15][N:14]([C:19]3[CH:20]=[N:21][N:22]([CH3:24])[CH:23]=3)[N:13]=2)=[N:6][CH:7]=1.[CH3:28][O:29][CH2:30][CH2:31][C:32](O)=[O:33].CCN(C(C)C)C(C)C.CCCP1(OP(CCC)(=O)OP(CCC)(=O)O1)=O.